This data is from NCI-60 drug combinations with 297,098 pairs across 59 cell lines. The task is: Regression. Given two drug SMILES strings and cell line genomic features, predict the synergy score measuring deviation from expected non-interaction effect. Drug 1: COC1=CC(=CC(=C1O)OC)C2C3C(COC3=O)C(C4=CC5=C(C=C24)OCO5)OC6C(C(C7C(O6)COC(O7)C8=CC=CS8)O)O. Drug 2: CC1=C(C=C(C=C1)C(=O)NC2=CC(=CC(=C2)C(F)(F)F)N3C=C(N=C3)C)NC4=NC=CC(=N4)C5=CN=CC=C5. Cell line: HCT-15. Synergy scores: CSS=56.8, Synergy_ZIP=2.01, Synergy_Bliss=5.39, Synergy_Loewe=-14.5, Synergy_HSA=3.17.